This data is from Retrosynthesis with 50K atom-mapped reactions and 10 reaction types from USPTO. The task is: Predict the reactants needed to synthesize the given product. (1) Given the product CC(C)(C)OC(=O)NCCCOc1cc(O)cc(C(=O)O)c1, predict the reactants needed to synthesize it. The reactants are: COC(=O)c1cc(O)cc(OCCCNC(=O)OC(C)(C)C)c1. (2) Given the product Cc1c(Oc2ccc(OCCOC(C)C)cc2F)ncnc1OC1CCN(C(=O)OC(C)C)CC1, predict the reactants needed to synthesize it. The reactants are: CC(C)OCCOc1ccc(O)c(F)c1.Cc1c(Cl)ncnc1OC1CCN(C(=O)OC(C)C)CC1. (3) Given the product O=C(O)CC1(c2ccc(-c3ccc(-c4ccncc4C(O)CCCc4ccccc4)cc3)cc2)CC1, predict the reactants needed to synthesize it. The reactants are: CCOC(=O)CC1(c2ccc(-c3ccc(-c4ccncc4C(O)CCCc4ccccc4)cc3)cc2)CC1. (4) Given the product O=C(CCCC/C=C(\COc1cccc2ccccc12)C(=O)NCCCn1ccnc1)NO, predict the reactants needed to synthesize it. The reactants are: O=C(CCCC/C=C(\COc1cccc2ccccc12)C(=O)NCCCn1ccnc1)NOC1CCCCO1. (5) Given the product C[C@@H](c1ccccc1)N(C)c1nc2cc(C(=O)O)ccc2nc1-c1ccc2[nH]ncc2c1, predict the reactants needed to synthesize it. The reactants are: COC(=O)c1ccc2nc(-c3ccc4[nH]ncc4c3)c(N(C)[C@@H](C)c3ccccc3)nc2c1.